From a dataset of Forward reaction prediction with 1.9M reactions from USPTO patents (1976-2016). Predict the product of the given reaction. (1) Given the reactants C1C=CC(P(C2C=CC=CC=2)C2C=CC=CC=2)=CC=1.CO.O[C:23]1[C:31]2[C:26](=[CH:27][CH:28]=[CH:29][CH:30]=2)[NH:25][N:24]=1.C[CH2:33][O:34]C(/N=N/C(OCC)=O)=O.N#N, predict the reaction product. The product is: [CH3:33][O:34][C:29]1[CH:30]=[C:31]2[C:26](=[CH:27][CH:28]=1)[NH:25][N:24]=[CH:23]2. (2) Given the reactants [CH2:1]([CH:5](C(=O)CC)C(OC)=O)[CH2:2][CH2:3]C.[CH3:14][CH:15]([CH3:24])[C:16](=[O:23])[CH2:17][C:18]([O:20][CH2:21][CH3:22])=[O:19], predict the reaction product. The product is: [CH2:5]([CH:17]([C:16](=[O:23])[CH:15]([CH3:14])[CH3:24])[C:18]([O:20][CH2:21][CH3:22])=[O:19])[CH2:1][CH2:2][CH3:3]. (3) Given the reactants [CH3:1][N:2]([CH3:7])[CH2:3][CH2:4][NH:5][CH3:6].CS([C:11]1[N:16]=[C:15]([C:17]2[S:21][C:20]([NH2:22])=[N:19][C:18]=2[CH3:23])[CH:14]=[C:13]([CH3:24])[N:12]=1)=O.CN1[C:30](=[O:31])[CH2:29]CC1, predict the reaction product. The product is: [CH3:1][N:2]([CH3:7])[CH2:3][CH2:4][N:5]([CH3:6])[C:11]1[N:16]=[C:15]([C:17]2[S:21][C:20]([NH:22][C:30](=[O:31])[CH3:29])=[N:19][C:18]=2[CH3:23])[CH:14]=[C:13]([CH3:24])[N:12]=1. (4) Given the reactants Br[C:2]1[CH:7]=[C:6]([CH3:8])[CH:5]=[CH:4][N:3]=1.CCCCCC.C([Li])CCC.[CH3:20][O:21][C:22]1[CH:29]=[C:28]([N+:30]([O-:32])=[O:31])[CH:27]=[CH:26][C:23]=1[CH:24]=[O:25].O, predict the reaction product. The product is: [CH3:20][O:21][C:22]1[CH:29]=[C:28]([N+:30]([O-:32])=[O:31])[CH:27]=[CH:26][C:23]=1[CH:24]([C:2]1[CH:7]=[C:6]([CH3:8])[CH:5]=[CH:4][N:3]=1)[OH:25]. (5) Given the reactants [N:1]([C:4]1[CH:5]=[C:6]([S:15]([NH2:18])(=[O:17])=[O:16])[CH:7]=[CH:8][C:9]=1[O:10][C:11]([F:14])([F:13])[F:12])=[C:2]=[S:3].[CH3:19][C:20]1[N:21]([CH3:47])[C:22]2[C:28]([NH:29]C(=S)NC3C=C(S(N)(=O)=O)C=CC=3OC(C)C)=[CH:27][CH:26]=[CH:25][C:23]=2[N:24]=1, predict the reaction product. The product is: [CH3:19][C:20]1[N:21]([CH3:47])[C:22]2[C:28]([NH:29][C:2](=[S:3])[NH:1][C:4]3[CH:5]=[C:6]([S:15]([NH2:18])(=[O:17])=[O:16])[CH:7]=[CH:8][C:9]=3[O:10][C:11]([F:12])([F:14])[F:13])=[CH:27][CH:26]=[CH:25][C:23]=2[N:24]=1. (6) Given the reactants [Cl:1][C:2]1[CH:10]=[CH:9][C:8]2[N:7]([CH2:11][C:12]([C:15]3[CH:20]=[CH:19][C:18]([O:21][CH3:22])=[CH:17][CH:16]=3)(O)[CH3:13])[C:6]3[CH2:23][CH2:24][N:25]([CH3:27])[CH2:26][C:5]=3[C:4]=2[CH:3]=1.S(=O)(=O)(O)O, predict the reaction product. The product is: [Cl:1][C:2]1[CH:10]=[CH:9][C:8]2[N:7](/[CH:11]=[C:12](/[C:15]3[CH:20]=[CH:19][C:18]([O:21][CH3:22])=[CH:17][CH:16]=3)\[CH3:13])[C:6]3[CH2:23][CH2:24][N:25]([CH3:27])[CH2:26][C:5]=3[C:4]=2[CH:3]=1.[Cl:1][C:2]1[CH:10]=[CH:9][C:8]2[N:7]([CH2:11][C:12]([C:15]3[CH:20]=[CH:19][C:18]([O:21][CH3:22])=[CH:17][CH:16]=3)=[CH2:13])[C:6]3[CH2:23][CH2:24][N:25]([CH3:27])[CH2:26][C:5]=3[C:4]=2[CH:3]=1. (7) Given the reactants [F:1][C:2]1[CH:7]=[CH:6][C:5]([NH:8][C:9]([C:11](=[C:17]([CH3:19])[CH3:18])[C:12]([O:14][CH2:15][CH3:16])=[O:13])=[O:10])=[CH:4][CH:3]=1.[CH3:20]OC(OC)N(C)C.[NH4+].[Cl-], predict the reaction product. The product is: [F:1][C:2]1[CH:3]=[CH:4][C:5]([N:8]2[CH:20]=[CH:19][C:17]([CH3:18])=[C:11]([C:12]([O:14][CH2:15][CH3:16])=[O:13])[C:9]2=[O:10])=[CH:6][CH:7]=1. (8) Given the reactants Cl[C:2]1[C:3]2[CH2:16][CH2:15][N:14]([C@@:17]3([CH3:25])[CH2:21][CH2:20][N:19]([C:22]([O-:24])=[O:23])[CH2:18]3)[C:4]=2[N:5]=[C:6]([N:8]2[CH2:13][CH2:12][O:11][CH2:10][CH2:9]2)[N:7]=1.CC1(C)C(C)(C)OB([C:34]2[CH:35]=[N:36][C:37]([NH2:40])=[N:38][CH:39]=2)O1.C([O-])([O-])=O.[Na+].[Na+], predict the reaction product. The product is: [NH2:40][C:37]1[N:36]=[CH:35][C:34]([C:2]2[C:3]3[CH2:16][CH2:15][N:14]([C@@:17]4([CH3:25])[CH2:21][CH2:20][N:19]([C:22]([O:24][C:3]([CH3:16])([CH3:4])[CH3:2])=[O:23])[CH2:18]4)[C:4]=3[N:5]=[C:6]([N:8]3[CH2:13][CH2:12][O:11][CH2:10][CH2:9]3)[N:7]=2)=[CH:39][N:38]=1.